Dataset: Catalyst prediction with 721,799 reactions and 888 catalyst types from USPTO. Task: Predict which catalyst facilitates the given reaction. (1) Reactant: [CH3:1][C:2]1[C:10]2[C:5](=[CH:6][CH:7]=[C:8]([CH:11]=O)[CH:9]=2)[NH:4][N:3]=1.[NH2:13]/[C:14](/[CH3:18])=[CH:15]\[C:16]#[N:17]. Product: [CH3:18][C:14]1[NH:13][C:9]([CH3:8])=[C:10]([C:2]#[N:3])[CH:11]([C:8]2[CH:9]=[C:10]3[C:5](=[CH:6][CH:7]=2)[NH:4][N:3]=[C:2]3[CH3:1])[C:15]=1[C:16]#[N:17]. The catalyst class is: 15. (2) Reactant: [Cl:1][C:2]1[CH:9]=[CH:8][CH:7]=[CH:6][C:3]=1[CH2:4][NH2:5].[S:10]1[CH2:16][C:14](=[O:15])[NH:13][C:11]1=S.CCN(C(C)C)C(C)C. Product: [Cl:1][C:2]1[CH:9]=[CH:8][CH:7]=[CH:6][C:3]=1[CH2:4][NH:5][C:11]1[S:10][CH2:16][C:14](=[O:15])[N:13]=1. The catalyst class is: 10.